This data is from Reaction yield outcomes from USPTO patents with 853,638 reactions. The task is: Predict the reaction yield, written as a fraction of the theoretical maximum amount of product (1.0 means a 100% yield; for example, 0.34 means a 34% yield). (1) The reactants are [Cl:1][C:2]1[CH:3]=[C:4]([C:8]2[C:12]([C:13](O)=[O:14])=[C:11]([CH3:16])[O:10][N:9]=2)[CH:5]=[CH:6][CH:7]=1.C(N(CC)CC)C.C(OC(Cl)=O)C.[BH4-].[Na+]. The catalyst is C1COCC1.O.[OH-].[Na+]. The product is [Cl:1][C:2]1[CH:3]=[C:4]([C:8]2[C:12]([CH2:13][OH:14])=[C:11]([CH3:16])[O:10][N:9]=2)[CH:5]=[CH:6][CH:7]=1. The yield is 0.780. (2) The reactants are [CH3:1][C:2]([CH3:30])([CH3:29])[C@H:3]([NH:8][C:9]([N:11]1[C:19]2[CH2:18][CH2:17][NH:16][CH2:15][C:14]=2[C:13]([C:20]2[CH:25]=[C:24]([F:26])[C:23]([F:27])=[CH:22][C:21]=2[F:28])=[N:12]1)=[O:10])[C:4]([NH:6][CH3:7])=[O:5].CCN(C(C)C)C(C)C.Br[CH2:41][C:42]([O:44][CH2:45][CH3:46])=[O:43]. The catalyst is C(#N)C. The product is [CH3:1][C:2]([CH3:30])([CH3:29])[C@H:3]([NH:8][C:9]([N:11]1[C:19]2[CH2:18][CH2:17][N:16]([CH2:41][C:42]([O:44][CH2:45][CH3:46])=[O:43])[CH2:15][C:14]=2[C:13]([C:20]2[CH:25]=[C:24]([F:26])[C:23]([F:27])=[CH:22][C:21]=2[F:28])=[N:12]1)=[O:10])[C:4]([NH:6][CH3:7])=[O:5]. The yield is 0.570. (3) The reactants are [CH3:1][S:2]([CH2:5][CH2:6][NH:7][CH2:8][C:9]1[O:13][C:12]([C:14]2[CH:15]=[CH:16][C:17]3[N:23]=[CH:22][N:21]=[C:20]([NH:24][C:25]4[CH:26]=[CH:27][C:28]([O:32][CH2:33][C:34]5[CH:35]=[CH:36][CH:37]=[C:38]([F:40])[CH:39]=5)=[C:29]([Cl:31])[CH:30]=4)[C:18]=3[CH:19]=2)=[CH:11][CH:10]=1)(=[O:4])=[O:3].[CH3:41][C:42]1[CH:43]=[CH:44][C:45]([S:48]([OH:51])(=[O:50])=[O:49])=[CH:46][CH:47]=1. The catalyst is C1COCC1. The product is [CH3:41][C:42]1[CH:47]=[CH:46][C:45]([S:48]([OH:51])(=[O:50])=[O:49])=[CH:44][CH:43]=1.[CH3:41][C:42]1[CH:47]=[CH:46][C:45]([S:48]([OH:51])(=[O:50])=[O:49])=[CH:44][CH:43]=1.[CH3:1][S:2]([CH2:5][CH2:6][NH:7][CH2:8][C:9]1[O:13][C:12]([C:14]2[CH:15]=[CH:16][C:17]3[N:23]=[CH:22][N:21]=[C:20]([NH:24][C:25]4[CH:26]=[CH:27][C:28]([O:32][CH2:33][C:34]5[CH:35]=[CH:36][CH:37]=[C:38]([F:40])[CH:39]=5)=[C:29]([Cl:31])[CH:30]=4)[C:18]=3[CH:19]=2)=[CH:11][CH:10]=1)(=[O:4])=[O:3].[OH2:3]. The yield is 0.800. (4) The reactants are [C:1]([OH:11])(=[O:10])[C:2]1[CH:7]=[CH:6][C:5]([O:8][CH3:9])=[CH:4][CH:3]=1.[N+:12]([O-])([OH:14])=[O:13]. The catalyst is C(OC(=O)C)(=O)C. The product is [N+:12]([C:6]1[CH:7]=[C:2]([CH:3]=[CH:4][C:5]=1[O:8][CH3:9])[C:1]([OH:11])=[O:10])([O-:14])=[O:13]. The yield is 0.720. (5) The reactants are [Br:1][C:2]1[CH:6]=[N:5][N:4]([CH3:7])[C:3]=1[C:8]1[CH:9]=[C:10]([NH:16][C:17]([NH:19][C:20]2[CH:25]=[CH:24][C:23]([F:26])=[CH:22][C:21]=2[F:27])=[O:18])[CH:11]=[CH:12][C:13]=1[O:14]C.[Al+3].[Cl-].[Cl-].[Cl-].CCOC(C)=O.C(C(C(C([O-])=O)O)O)([O-])=O.[Na+].[K+]. The catalyst is C(Cl)Cl. The product is [Br:1][C:2]1[CH:6]=[N:5][N:4]([CH3:7])[C:3]=1[C:8]1[CH:9]=[C:10]([NH:16][C:17]([NH:19][C:20]2[CH:25]=[CH:24][C:23]([F:26])=[CH:22][C:21]=2[F:27])=[O:18])[CH:11]=[CH:12][C:13]=1[OH:14]. The yield is 1.00. (6) The yield is 0.650. The reactants are [CH3:1][C:2]1([CH3:22])[CH:6]([C:7]2[CH:12]=[CH:11][C:10]([CH3:13])=[CH:9][CH:8]=2)[C:5]2[C:14]([CH3:21])=[C:15]([NH2:20])[C:16]([CH3:19])=[C:17]([CH3:18])[C:4]=2[O:3]1.[O:23]1[C:27]2[CH:28]=[CH:29][C:30]([C:32](Cl)=[O:33])=[CH:31][C:26]=2[O:25][CH2:24]1. The catalyst is C(OCC)(=O)C.CCCCCC. The product is [CH3:1][C:2]1([CH3:22])[CH:6]([C:7]2[CH:8]=[CH:9][C:10]([CH3:13])=[CH:11][CH:12]=2)[C:5]2[C:14]([CH3:21])=[C:15]([NH:20][C:32]([C:30]3[CH:29]=[CH:28][C:27]4[O:23][CH2:24][O:25][C:26]=4[CH:31]=3)=[O:33])[C:16]([CH3:19])=[C:17]([CH3:18])[C:4]=2[O:3]1. (7) The reactants are [Br:1][C:2]1[CH:3]=[C:4]([C:14]([OH:16])=O)[S:5][C:6]=1[C:7]1[N:11]([CH3:12])[N:10]=[CH:9][C:8]=1[Br:13].[NH2:17][C@@H:18]([CH2:31][C:32]1[CH:37]=[CH:36][CH:35]=[CH:34][C:33]=1[C:38]([F:41])([F:40])[F:39])[CH2:19][N:20]1[C:28](=[O:29])[C:27]2[C:22](=[CH:23][CH:24]=[CH:25][CH:26]=2)[C:21]1=[O:30].C1CN([P+](Br)(N2CCCC2)N2CCCC2)CC1.F[P-](F)(F)(F)(F)F.CCN(C(C)C)C(C)C. The catalyst is C(Cl)(Cl)Cl. The product is [Br:1][C:2]1[CH:3]=[C:4]([C:14]([NH:17][C@@H:18]([CH2:31][C:32]2[CH:37]=[CH:36][CH:35]=[CH:34][C:33]=2[C:38]([F:41])([F:39])[F:40])[CH2:19][N:20]2[C:28](=[O:29])[C:27]3[C:22](=[CH:23][CH:24]=[CH:25][CH:26]=3)[C:21]2=[O:30])=[O:16])[S:5][C:6]=1[C:7]1[N:11]([CH3:12])[N:10]=[CH:9][C:8]=1[Br:13]. The yield is 0.600.